The task is: Predict which catalyst facilitates the given reaction.. This data is from Catalyst prediction with 721,799 reactions and 888 catalyst types from USPTO. (1) Reactant: CO[CH:3]=[CH:4][C:5](=[O:7])[CH3:6].[Cl:8][C:9]1[CH:16]=[CH:15][CH:14]=[CH:13][C:10]=1[CH2:11][NH2:12]. Product: [Cl:8][C:9]1[CH:16]=[CH:15][CH:14]=[CH:13][C:10]=1[CH2:11][NH:12][CH:3]=[CH:4][C:5](=[O:7])[CH3:6]. The catalyst class is: 2. (2) Reactant: C([N:8]1[CH2:13][C@@H:12]([O:14][C:15]([CH3:18])([CH3:17])[CH3:16])[CH2:11][C@H:10]([C:19]([O:21][CH3:22])=[O:20])[C@H:9]1[C:23]([O:25]CC1C=CC=CC=1)=[O:24])C1C=CC=CC=1.[H][H]. Product: [C:15]([O:14][C@@H:12]1[CH2:13][NH:8][C@H:9]([C:23]([OH:25])=[O:24])[C@@H:10]([C:19]([O:21][CH3:22])=[O:20])[CH2:11]1)([CH3:18])([CH3:17])[CH3:16]. The catalyst class is: 19. (3) Reactant: [F:1][C:2]1[CH:7]=[CH:6][C:5]([Mg]Br)=[CH:4][CH:3]=1.[CH3:10][CH2:11][O:12][C:13]([C@H:15]1[CH2:19][CH2:18][C:17](=[O:20])[N:16]1[C:21]([O:23][C:24]([CH3:27])([CH3:26])[CH3:25])=[O:22])=[O:14].[Cl-].[NH4+]. Product: [CH2:11]([O:12][C:13](=[O:14])[C@H:15]([NH:16][C:21]([O:23][C:24]([CH3:27])([CH3:26])[CH3:25])=[O:22])[CH2:19][CH2:18][C:17]([C:5]1[CH:6]=[CH:7][C:2]([F:1])=[CH:3][CH:4]=1)=[O:20])[CH3:10]. The catalyst class is: 7. (4) Reactant: C[O:2][C:3]1[NH:4][NH:5][C:6]([S:9]([C:12]2[CH:13]=[C:14]3[C:18](=[CH:19][CH:20]=2)[N:17]([CH2:21][C:22]2[CH:27]=[CH:26][CH:25]=[CH:24][CH:23]=2)[CH:16]=[CH:15]3)(=[O:11])=[O:10])=[CH:7][CH:8]=1.Cl. Product: [CH2:21]([N:17]1[C:18]2[C:14](=[CH:13][C:12]([S:9]([C:6]3[CH:7]=[CH:8][C:3](=[O:2])[NH:4][N:5]=3)(=[O:11])=[O:10])=[CH:20][CH:19]=2)[CH:15]=[CH:16]1)[C:22]1[CH:23]=[CH:24][CH:25]=[CH:26][CH:27]=1. The catalyst class is: 12. (5) Reactant: [Cl:1][C:2]1[N:3]([CH2:10][C:11]2([CH3:14])[CH2:13][O:12]2)[CH:4]=[C:5]([N+:7]([O-:9])=[O:8])[N:6]=1.[NH:15]1[CH2:20][CH2:19][CH:18]([NH:21][C:22]2[CH:27]=[CH:26][C:25]([O:28][C:29]([F:32])([F:31])[F:30])=[CH:24][CH:23]=2)[CH2:17][CH2:16]1.O. Product: [Cl:1][C:2]1[N:3]([CH2:10][C:11]([CH3:14])([OH:12])[CH2:13][N:15]2[CH2:20][CH2:19][CH:18]([NH:21][C:22]3[CH:23]=[CH:24][C:25]([O:28][C:29]([F:30])([F:31])[F:32])=[CH:26][CH:27]=3)[CH2:17][CH2:16]2)[CH:4]=[C:5]([N+:7]([O-:9])=[O:8])[N:6]=1. The catalyst class is: 3. (6) Reactant: [CH3:1][O:2][N:3]([CH3:21])[C:4]([C@@H:6]1[CH2:10][S:9][C:8](=[O:11])[N:7]1[CH2:12][C:13]1[CH:18]=[CH:17][C:16]([O:19][CH3:20])=[CH:15][CH:14]=1)=[O:5].C(OC(C)C)(=O)C.COC1C=CC(CN2C(C(O)=O)CSC2=O)=CC=1.CN1CCOCC1.C(Cl)(=O)C(C)(C)C.CONC. Product: [CH3:1][O:2][N:3]([CH3:21])[C:4]([CH:6]1[CH2:10][S:9][C:8](=[O:11])[N:7]1[CH2:12][C:13]1[CH:18]=[CH:17][C:16]([O:19][CH3:20])=[CH:15][CH:14]=1)=[O:5]. The catalyst class is: 194.